From a dataset of Reaction yield outcomes from USPTO patents with 853,638 reactions. Predict the reaction yield, written as a fraction of the theoretical maximum amount of product (1.0 means a 100% yield; for example, 0.34 means a 34% yield). (1) The reactants are [CH3:1][CH:2]1[CH2:11][N:10]2[CH:12]3[CH2:17][CH2:16][N:15]([C:18]([O:20][CH2:21][CH3:22])=[O:19])[CH2:14][CH:13]3[C:8]3[C:9]2=[C:4]([CH:5]=[CH:6][CH:7]=3)[N:3]1[C:23]([O:25][CH2:26][CH3:27])=[O:24].C1C(=O)N([Br:35])C(=O)C1. The catalyst is CN(C=O)C.O. The product is [Br:35][C:6]1[CH:7]=[C:8]2[CH:13]3[CH2:14][N:15]([C:18]([O:20][CH2:21][CH3:22])=[O:19])[CH2:16][CH2:17][CH:12]3[N:10]3[CH2:11][CH:2]([CH3:1])[N:3]([C:23]([O:25][CH2:26][CH3:27])=[O:24])[C:4]([CH:5]=1)=[C:9]23. The yield is 0.880. (2) The reactants are [Br:1][C:2]1[C:3]([N:19]2[CH2:24][CH2:23][CH2:22][C@@H:21]([NH:25]C(=O)OC(C)(C)C)[CH2:20]2)=[C:4]2[C:10]([NH:11][C:12]([C@@H:14]3[CH2:18][CH2:17][CH2:16][O:15]3)=[O:13])=[CH:9][NH:8][C:5]2=[N:6][CH:7]=1.[ClH:33]. The catalyst is C(O)(C(F)(F)F)=O.CO.C(Cl)Cl.CCOCC. The product is [ClH:33].[NH2:25][C@@H:21]1[CH2:22][CH2:23][CH2:24][N:19]([C:3]2[C:2]([Br:1])=[CH:7][N:6]=[C:5]3[NH:8][CH:9]=[C:10]([NH:11][C:12]([C@@H:14]4[CH2:18][CH2:17][CH2:16][O:15]4)=[O:13])[C:4]=23)[CH2:20]1. The yield is 0.824. (3) The reactants are [CH3:1][O:2][C:3]1[CH:4]=[C:5]2[C:10](=[CH:11][C:12]=1[O:13][CH3:14])[N:9]=[CH:8][N:7]=[C:6]2[O:15][C:16]1[CH:22]=[CH:21][C:19]([NH2:20])=[CH:18][CH:17]=1.C1(C)C=CC=CC=1.C(N(CC)CC)C.ClC(Cl)(O[C:41](=[O:47])[O:42][C:43](Cl)(Cl)Cl)Cl.[F:49][C:50]1[CH:51]=[C:52]([CH:57]=[CH:58][CH:59]=1)[O:53][CH2:54]CO. The catalyst is C(Cl)Cl. The product is [CH3:1][O:2][C:3]1[CH:4]=[C:5]2[C:10](=[CH:11][C:12]=1[O:13][CH3:14])[N:9]=[CH:8][N:7]=[C:6]2[O:15][C:16]1[CH:22]=[CH:21][C:19]([NH:20][C:41](=[O:47])[O:42][CH2:43][CH2:54][O:53][C:52]2[CH:57]=[CH:58][CH:59]=[C:50]([F:49])[CH:51]=2)=[CH:18][CH:17]=1. The yield is 0.290. (4) The reactants are C([Si](CC)(CC)[O:4][CH:5]=[C:6]1[CH2:11][CH2:10][CH:9]([C:12]([CH3:14])=[CH2:13])[CH2:8][CH2:7]1)C.[F-].C([N+](CCCC)(CCCC)CCCC)CCC. The catalyst is O1CCCC1. The product is [CH3:14][C:12]([CH:9]1[CH2:10][CH2:11][CH:6]([CH:5]=[O:4])[CH2:7][CH2:8]1)=[CH2:13]. The yield is 0.560.